This data is from Peptide-MHC class II binding affinity with 134,281 pairs from IEDB. The task is: Regression. Given a peptide amino acid sequence and an MHC pseudo amino acid sequence, predict their binding affinity value. This is MHC class II binding data. (1) The MHC is DRB1_0401 with pseudo-sequence DRB1_0401. The binding affinity (normalized) is 0.792. The peptide sequence is DMTYRRLISMMGFKM. (2) The peptide sequence is FLTGPLNFTGPCKGD. The MHC is DRB1_1302 with pseudo-sequence DRB1_1302. The binding affinity (normalized) is 0.0585. (3) The peptide sequence is AAKPAAAATATATAA. The MHC is HLA-DPA10301-DPB10402 with pseudo-sequence HLA-DPA10301-DPB10402. The binding affinity (normalized) is 0. (4) The peptide sequence is CPLDHVNTLHFLTRG. The MHC is DRB1_0901 with pseudo-sequence DRB1_0901. The binding affinity (normalized) is 0.204. (5) The peptide sequence is SQDLELSWNLNGLQAM. The binding affinity (normalized) is 0.596. The MHC is DRB1_0401 with pseudo-sequence DRB1_0401. (6) The MHC is DRB1_1101 with pseudo-sequence DRB1_1101. The peptide sequence is WVFSSVQPPKVPILL. The binding affinity (normalized) is 0.392. (7) The peptide sequence is QALTDLGLLYTVKYP. The MHC is DRB1_0101 with pseudo-sequence DRB1_0101. The binding affinity (normalized) is 0.0778.